From a dataset of Forward reaction prediction with 1.9M reactions from USPTO patents (1976-2016). Predict the product of the given reaction. (1) Given the reactants [CH:1]1([C:4]2[C:5]([F:26])=[CH:6][C:7]([N+:23]([O-])=O)=[C:8]([NH:10][CH:11]3[CH2:16][CH2:15][N:14]([CH:17]4[CH2:22][CH2:21][O:20][CH2:19][CH2:18]4)[CH2:13][CH2:12]3)[CH:9]=2)[CH2:3][CH2:2]1.[Sn](Cl)Cl.Cl, predict the reaction product. The product is: [CH:1]1([C:4]2[CH:9]=[C:8]([NH:10][CH:11]3[CH2:12][CH2:13][N:14]([CH:17]4[CH2:18][CH2:19][O:20][CH2:21][CH2:22]4)[CH2:15][CH2:16]3)[C:7]([NH2:23])=[CH:6][C:5]=2[F:26])[CH2:2][CH2:3]1. (2) Given the reactants Br[C:2](=[CH2:22])[CH2:3][C:4]1([C:17]([O:19][CH2:20][CH3:21])=[O:18])[CH2:9][CH2:8][N:7]([C:10]([O:12][C:13]([CH3:16])([CH3:15])[CH3:14])=[O:11])[CH2:6][CH2:5]1.[CH:23]1([B-](F)(F)F)[CH2:25][CH2:24]1.[K+].C(=O)([O-])[O-].[Cs+].[Cs+], predict the reaction product. The product is: [CH:23]1([C:2](=[CH2:22])[CH2:3][C:4]2([C:17]([O:19][CH2:20][CH3:21])=[O:18])[CH2:9][CH2:8][N:7]([C:10]([O:12][C:13]([CH3:16])([CH3:15])[CH3:14])=[O:11])[CH2:6][CH2:5]2)[CH2:25][CH2:24]1.